Task: Predict the reactants needed to synthesize the given product.. Dataset: Full USPTO retrosynthesis dataset with 1.9M reactions from patents (1976-2016) Given the product [Br:14][C:10]1[C:11]([F:13])=[CH:12][C:7]([C:16]([OH:18])=[O:17])=[C:8]([F:15])[CH:9]=1, predict the reactants needed to synthesize it. The reactants are: C([Li])CCC.Br[C:7]1[CH:12]=[C:11]([F:13])[C:10]([Br:14])=[CH:9][C:8]=1[F:15].[C:16](=[O:18])=[O:17].Cl.